From a dataset of Full USPTO retrosynthesis dataset with 1.9M reactions from patents (1976-2016). Predict the reactants needed to synthesize the given product. Given the product [Cl:31][C:32]1[CH:33]=[CH:34][C:35]([CH:38]2[CH2:39][CH2:40][CH:41]([C:44]3[O:46][N:19]=[C:18]4[C:21]5[C:26]([CH2:27][CH2:28][C:17]=34)=[CH:25][C:24]([CH:29]=[CH2:30])=[CH:23][CH:22]=5)[CH2:42][CH2:43]2)=[CH:36][CH:37]=1, predict the reactants needed to synthesize it. The reactants are: FC1C=CC(C2(CCC3O[N:19]=[C:18]4[C:21]5[C:26]([CH2:27][CH2:28][C:17]=34)=[CH:25][C:24]([CH:29]=[CH2:30])=[CH:23][CH:22]=5)CCCCC2)=CC=1.[Cl:31][C:32]1[CH:37]=[CH:36][C:35]([CH:38]2[CH2:43][CH2:42][CH:41]([C:44]([O:46]C)=O)[CH2:40][CH2:39]2)=[CH:34][CH:33]=1.